Regression. Given a peptide amino acid sequence and an MHC pseudo amino acid sequence, predict their binding affinity value. This is MHC class I binding data. From a dataset of Peptide-MHC class I binding affinity with 185,985 pairs from IEDB/IMGT. (1) The peptide sequence is MWAQDAAAMF. The MHC is HLA-A03:01 with pseudo-sequence HLA-A03:01. The binding affinity (normalized) is 0. (2) The peptide sequence is FLHSGTAKS. The MHC is HLA-A02:01 with pseudo-sequence HLA-A02:01. The binding affinity (normalized) is 0.728.